From a dataset of Full USPTO retrosynthesis dataset with 1.9M reactions from patents (1976-2016). Predict the reactants needed to synthesize the given product. (1) Given the product [F:7][CH2:8][CH2:9][CH2:10][CH2:11][CH2:12][CH2:13][CH2:14][CH2:15][CH2:16][CH2:17][CH2:18][OH:50], predict the reactants needed to synthesize it. The reactants are: [I-].S([O-])(=O)(=O)C.[F:7][CH2:8][CH2:9][CH2:10][CH2:11][CH2:12][CH2:13][CH2:14][CH2:15][CH2:16][CH2:17][CH2:18][P+](C1C=CC=CC=1)(C1C=CC=CC=1)C1C=CC=CC=1.BrCCCCCCCCCCC[OH:50].[F-].C([N+](CCCC)(CCCC)CCCC)CCC. (2) Given the product [CH3:18][O:17][C:15](=[O:16])/[C:14](/[CH2:13][C:12]1[CH:11]=[CH:10][C:9]([OH:8])=[CH:28][CH:27]=1)=[C:19](/[CH:24]([CH3:25])[CH3:26])\[C:20]([O:22][CH3:23])=[O:21], predict the reactants needed to synthesize it. The reactants are: [Si]([O:8][C:9]1[CH:28]=[CH:27][C:12]([CH2:13]/[C:14](=[C:19](\[CH:24]([CH3:26])[CH3:25])/[C:20]([O:22][CH3:23])=[O:21])/[C:15]([O:17][CH3:18])=[O:16])=[CH:11][CH:10]=1)(C(C)(C)C)(C)C.[F-].C([N+](CCCC)(CCCC)CCCC)CCC.O1CCCC1.CCCCCC.C(OCC)(=O)C. (3) Given the product [OH2:5].[OH2:1].[ClH:15].[ClH:26].[NH2:2][CH:3]([CH2:7][C:8]1[CH:9]=[CH:10][C:11]([NH:14][C:16]2[C:25]3[C:20](=[CH:21][CH:22]=[CH:23][CH:24]=3)[N:19]=[CH:18][CH:17]=2)=[CH:12][CH:13]=1)[C:4]([OH:6])=[O:5], predict the reactants needed to synthesize it. The reactants are: [OH2:1].[NH2:2][CH:3]([CH2:7][C:8]1[CH:13]=[CH:12][C:11]([NH2:14])=[CH:10][CH:9]=1)[C:4]([OH:6])=[O:5].[Cl:15][C:16]1[C:25]2[C:20](=[CH:21][CH:22]=[CH:23][CH:24]=2)[N:19]=[CH:18][CH:17]=1.[ClH:26]. (4) Given the product [CH:5]1([CH2:1][N:6]2[CH2:7][CH2:8][N:9]([C:13]3[N:14]=[N:15][C:16]([C:19]4[CH:24]=[CH:23][C:22]([S:25]([CH3:28])(=[O:27])=[O:26])=[CH:21][CH:20]=4)=[CH:17][CH:18]=3)[CH2:10][CH2:11]2)[CH2:4][CH2:3]1, predict the reactants needed to synthesize it. The reactants are: [CH:1]1([N:6]2[CH2:11][CH2:10][NH:9][CH2:8][CH2:7]2)[CH2:5][CH2:4][CH2:3]C1.Cl[C:13]1[N:14]=[N:15][C:16]([C:19]2[CH:24]=[CH:23][C:22]([S:25]([CH3:28])(=[O:27])=[O:26])=[CH:21][CH:20]=2)=[CH:17][CH:18]=1. (5) Given the product [CH3:4][NH:5][C:6]([NH:8][C:9]1[CH:10]=[C:11]([C:15]2[N:19]=[C:18]3[CH:23]=[C:22]([C:24]4[CH:25]=[C:26]([CH:31]=[CH:32][CH:33]=4)[C:27]([OH:29])=[O:28])[CH:21]=[N:20][N:17]3[CH:16]=2)[CH:12]=[CH:13][CH:14]=1)=[O:7], predict the reactants needed to synthesize it. The reactants are: O.[OH-].[Li+].[CH3:4][NH:5][C:6]([NH:8][C:9]1[CH:10]=[C:11]([C:15]2[N:19]3[N:20]=[CH:21][C:22]([C:24]4[CH:25]=[C:26]([CH:31]=[CH:32][CH:33]=4)[C:27]([O:29]C)=[O:28])=[CH:23][C:18]3=[N:17][CH:16]=2)[CH:12]=[CH:13][CH:14]=1)=[O:7].Cl. (6) Given the product [F:10][C:11]1[CH:12]=[C:13]([NH:14][C:2]2[N:7]=[C:6]([NH:14][C:13]3[CH:15]=[CH:16][C:17]([C:18]([F:19])([F:20])[F:21])=[C:11]([F:10])[CH:12]=3)[C:5]([F:9])=[CH:4][N:3]=2)[CH:15]=[CH:16][C:17]=1[C:18]([F:19])([F:20])[F:21], predict the reactants needed to synthesize it. The reactants are: Cl[C:2]1[N:7]=[C:6](Cl)[C:5]([F:9])=[CH:4][N:3]=1.[F:10][C:11]1[CH:12]=[C:13]([CH:15]=[CH:16][C:17]=1[C:18]([F:21])([F:20])[F:19])[NH2:14]. (7) Given the product [CH:37]([O:36][C:33]1[CH:34]=[CH:35][C:30]([N:7]2[C:8]3[C:13](=[CH:12][C:11]([C:20]4[CH:25]=[CH:24][C:23]([C:26]([F:27])([F:29])[F:28])=[CH:22][N:21]=4)=[CH:10][CH:9]=3)[C:14]([C:15]([OH:17])=[O:16])=[C:6]2[C:4]([OH:5])=[O:3])=[CH:31][CH:32]=1)([CH3:39])[CH3:38], predict the reactants needed to synthesize it. The reactants are: C([O:3][C:4]([C:6]1[N:7]([C:30]2[CH:35]=[CH:34][C:33]([O:36][CH:37]([CH3:39])[CH3:38])=[CH:32][CH:31]=2)[C:8]2[C:13]([C:14]=1[C:15]([O:17]CC)=[O:16])=[CH:12][C:11]([C:20]1[CH:25]=[CH:24][C:23]([C:26]([F:29])([F:28])[F:27])=[CH:22][N:21]=1)=[CH:10][CH:9]=2)=[O:5])C.[OH-].[Na+].Cl.